Dataset: Retrosynthesis with 50K atom-mapped reactions and 10 reaction types from USPTO. Task: Predict the reactants needed to synthesize the given product. (1) Given the product CCOC(=O)c1cc(C#N)c(N2CCN(C(=O)Nc3ccc4ccccc4c3)CC2)nc1C(F)(F)F, predict the reactants needed to synthesize it. The reactants are: CCOC(=O)c1cc(C#N)c(N2CCNCC2)nc1C(F)(F)F.O=C=Nc1ccc2ccccc2c1. (2) Given the product CCOC(=O)CCCCCCOc1cc2c(Nc3ccc(F)c(Cl)c3)ncnc2cc1OC, predict the reactants needed to synthesize it. The reactants are: CCOC(=O)CCCCCCBr.CCOC(=O)COc1cc2c(Nc3ccc(F)c(Cl)c3)ncnc2cc1OC. (3) Given the product Nc1ccc(C(=O)N2Cc3nccn3Cc3ccccc32)cc1, predict the reactants needed to synthesize it. The reactants are: O=C(c1ccc([N+](=O)[O-])cc1)N1Cc2nccn2Cc2ccccc21. (4) The reactants are: O=C(O)Cc1ccccc1C(F)(F)F.O=C1Nc2ccccc2C12CCNCC2. Given the product O=C(Cc1ccccc1C(F)(F)F)N1CCC2(CC1)C(=O)Nc1ccccc12, predict the reactants needed to synthesize it. (5) Given the product COC(=O)C1CCCc2ccc(Br)cc2C1O, predict the reactants needed to synthesize it. The reactants are: COC(=O)C1CCCc2ccc(Br)cc2C1=O. (6) Given the product CS(=O)(=O)Nn1c(=O)[nH]c2cc([N+](=O)[O-])c(-n3ccc(CO)c3)cc2c1=O, predict the reactants needed to synthesize it. The reactants are: CS(=O)(=O)Nn1c(=O)[nH]c2cc([N+](=O)[O-])c(-n3ccc(C=O)c3)cc2c1=O. (7) Given the product Cc1ccc(Nc2ccccc2)cc1C, predict the reactants needed to synthesize it. The reactants are: Brc1ccccc1.Cc1ccc(N)cc1C. (8) The reactants are: ClC(Cl)(Cl)Cl.Cn1ccc2c1CCCC2CCO. Given the product Cn1ccc2c1CCCC2CCCl, predict the reactants needed to synthesize it.